From a dataset of Reaction yield outcomes from USPTO patents with 853,638 reactions. Predict the reaction yield, written as a fraction of the theoretical maximum amount of product (1.0 means a 100% yield; for example, 0.34 means a 34% yield). (1) The reactants are B.C1C[O:5]CC1.[CH3:7][O:8][C:9]1[CH:14]=[CH:13][C:12]([N:15]2[CH2:20][CH2:19][N:18]([C:21]3[C:22]([CH3:35])=[C:23]([CH3:34])[C:24]4[O:28][C:27]([CH3:30])([CH3:29])[C:26](=[CH2:31])[C:25]=4[C:32]=3[CH3:33])[CH2:17][CH2:16]2)=[CH:11][CH:10]=1.[H][H].[OH-].[Na+].O.OO. The catalyst is C1COCC1.O. The product is [CH3:7][O:8][C:9]1[CH:10]=[CH:11][C:12]([N:15]2[CH2:20][CH2:19][N:18]([C:21]3[C:22]([CH3:35])=[C:23]([CH3:34])[C:24]4[O:28][C:27]([CH3:29])([CH3:30])[CH:26]([CH2:31][OH:5])[C:25]=4[C:32]=3[CH3:33])[CH2:17][CH2:16]2)=[CH:13][CH:14]=1. The yield is 0.890. (2) The reactants are [Br:1][C:2]1[CH:7]=[CH:6][CH:5]=[C:4](I)[C:3]=1[CH3:9].[CH3:10][C:11]([CH3:45])([CH3:44])[C:12]([O:14][CH2:15][C@@H:16]1[C@@H:21]([O:22][C:23](=[O:28])[C:24]([CH3:27])([CH3:26])[CH3:25])[C@H:20]([O:29][C:30](=[O:35])[C:31]([CH3:34])([CH3:33])[CH3:32])[C@H:19]([O:36][C:37](=[O:42])[C:38]([CH3:41])([CH3:40])[CH3:39])[C@@H:18](Br)[O:17]1)=[O:13].Cl. The catalyst is CCCCCC.CCCCCCC.C(OCCCC)CCC.C1(C)C=CC=CC=1.C(OCCCC)CCC.[Zn+2].[Br-].[Br-].[Li+].[Br-]. The yield is 0.649. The product is [CH3:10][C:11]([CH3:45])([CH3:44])[C:12]([O:14][CH2:15][C@@H:16]1[C@@H:21]([O:22][C:23](=[O:28])[C:24]([CH3:25])([CH3:26])[CH3:27])[C@H:20]([O:29][C:30](=[O:35])[C:31]([CH3:33])([CH3:32])[CH3:34])[C@H:19]([O:36][C:37](=[O:42])[C:38]([CH3:41])([CH3:40])[CH3:39])[C@@H:18]([C:4]2[CH:5]=[CH:6][CH:7]=[C:2]([Br:1])[C:3]=2[CH3:9])[O:17]1)=[O:13]. (3) The catalyst is COCCOC. The yield is 0.740. The reactants are [Br:1][C:2]1[C:3](=[O:9])[NH:4][CH:5]=[C:6]([Cl:8])[CH:7]=1.[C:10](=O)([O-])[O-].[K+].[K+].IC. The product is [Br:1][C:2]1[C:3](=[O:9])[N:4]([CH3:10])[CH:5]=[C:6]([Cl:8])[CH:7]=1.